Dataset: Full USPTO retrosynthesis dataset with 1.9M reactions from patents (1976-2016). Task: Predict the reactants needed to synthesize the given product. Given the product [CH:5]1[C:7]2[C:9](=[CH:13][CH:14]=[CH:15][CH:16]=2)[CH:11]=[CH:2][CH:3]=1, predict the reactants needed to synthesize it. The reactants are: O=[CH:2][C@@H:3]([C@H:5]([C@@H:7]([C@@H:9]([CH2:11]O)O)O)O)O.[CH3:13][C:14]1C=C(Cl)C=[CH:16][C:15]=1OCC(O)=O.CNC.C(O)[C@H]1O[C@H](O[C@]2(CO)O[C@H](CO)[C@@H](O)[C@@H]2O)[C@H](O)[C@@H](O)[C@@H]1O.OCC([C@H]([C@@H]([C@@H](CO)O)O)O)=O.O=C[C@H]([C@H]([C@@H]([C@@H](CO)O)O)O)O.